This data is from Catalyst prediction with 721,799 reactions and 888 catalyst types from USPTO. The task is: Predict which catalyst facilitates the given reaction. (1) Reactant: [NH2:1][C:2]1[C:7]([C:8]([F:11])([F:10])[F:9])=[CH:6][C:5]([CH2:12][CH:13]([NH:19][C:20]([N:22]2[CH2:27][CH2:26][CH:25]([N:28]3[CH2:34][CH2:33][C:32]4[CH:35]=[CH:36][CH:37]=[CH:38][C:31]=4[NH:30][C:29]3=[O:39])[CH2:24][CH2:23]2)=[O:21])[C:14]([O:16]CC)=[O:15])=[CH:4][C:3]=1[Cl:40].[OH-].[Na+]. Product: [NH2:1][C:2]1[C:7]([C:8]([F:10])([F:11])[F:9])=[CH:6][C:5]([CH2:12][CH:13]([NH:19][C:20]([N:22]2[CH2:23][CH2:24][CH:25]([N:28]3[CH2:34][CH2:33][C:32]4[CH:35]=[CH:36][CH:37]=[CH:38][C:31]=4[NH:30][C:29]3=[O:39])[CH2:26][CH2:27]2)=[O:21])[C:14]([OH:16])=[O:15])=[CH:4][C:3]=1[Cl:40]. The catalyst class is: 14. (2) Reactant: [C:1]([C:3]1[CH:4]=[C:5]([CH:9]=[CH:10][C:11]=1[O:12][CH:13]([CH3:15])[CH3:14])[C:6](O)=[O:7])#[N:2].C(N1C=CN=C1)(N1C=CN=C1)=O.O.[NH2:29][NH2:30]. Product: [C:1]([C:3]1[CH:4]=[C:5]([CH:9]=[CH:10][C:11]=1[O:12][CH:13]([CH3:15])[CH3:14])[C:6]([NH:29][NH2:30])=[O:7])#[N:2]. The catalyst class is: 7. (3) Reactant: [O:1]1[C:5]2[CH:6]=[CH:7][C:8]([CH:10]3[C:14]4[NH:15][C:16]5[CH:17]=[CH:18][CH:19]=[CH:20][C:21]=5[C:22](=[O:23])[C:13]=4[CH2:12][N:11]3[CH2:24][C:25]3[CH:30]=[CH:29][CH:28]=[CH:27][CH:26]=3)=[CH:9][C:4]=2O[CH2:2]1.[CH:31]1C=C(Cl)C=C(C(OO)=O)C=1.CO.C(Cl)Cl. Product: [CH2:24]([N:11]1[CH:12]=[C:13]2[C:14]([NH:15][C:16]3[CH:17]=[CH:18][CH:19]=[CH:20][C:21]=3[C:22]2=[O:23])=[C:10]1[C:8]1[CH:7]=[CH:6][C:5]2[O:1][CH2:2][CH2:31][C:4]=2[CH:9]=1)[C:25]1[CH:30]=[CH:29][CH:28]=[CH:27][CH:26]=1. The catalyst class is: 59. (4) Reactant: O[CH:2]([CH2:12][O:13][C:14]1[CH:19]=[CH:18][CH:17]=[CH:16][CH:15]=1)[CH2:3][NH:4][C:5](=[O:11])[O:6][C:7]([CH3:10])([CH3:9])[CH3:8].[C:20]1(=[O:30])[NH:24][C:23](=[O:25])[C:22]2=[CH:26][CH:27]=[CH:28][CH:29]=[C:21]12.C1(P(C2C=CC=CC=2)C2C=CC=CC=2)C=CC=CC=1.N(C(OC(C)C)=O)=NC(OC(C)C)=O. Product: [O:25]=[C:23]1[C:22]2[C:21](=[CH:29][CH:28]=[CH:27][CH:26]=2)[C:20](=[O:30])[N:24]1[CH:2]([CH2:12][O:13][C:14]1[CH:19]=[CH:18][CH:17]=[CH:16][CH:15]=1)[CH2:3][NH:4][C:5](=[O:11])[O:6][C:7]([CH3:10])([CH3:9])[CH3:8]. The catalyst class is: 7.